From a dataset of Full USPTO retrosynthesis dataset with 1.9M reactions from patents (1976-2016). Predict the reactants needed to synthesize the given product. (1) Given the product [C:1]([NH:10][C:11]1[CH:12]=[CH:13][C:14]([C:17](=[O:24])[CH2:18][CH2:19][C:20]([OH:22])=[O:21])=[CH:15][CH:16]=1)(=[O:8])[CH2:2][CH2:3][CH2:4][CH2:5][CH2:6][CH3:7], predict the reactants needed to synthesize it. The reactants are: [C:1](Cl)(=[O:8])[CH2:2][CH2:3][CH2:4][CH2:5][CH2:6][CH3:7].[NH2:10][C:11]1[CH:16]=[CH:15][C:14]([C:17](=[O:24])[CH2:18][CH2:19][C:20]([O:22]C)=[O:21])=[CH:13][CH:12]=1. (2) Given the product [CH:3]12[CH2:4][CH:5]([CH2:1][CH2:2]1)[CH2:6][C@H:7]2[NH:8][C:15]1[C:16]2[CH2:37][N:36]([CH3:38])[CH2:35][CH2:34][C:17]=2[N:18]=[C:19]([NH:21][C:22]2[CH:23]=[CH:24][C:25]([N:28]3[CH:32]=[CH:31][N:30]=[C:29]3[CH3:33])=[CH:26][CH:27]=2)[N:20]=1, predict the reactants needed to synthesize it. The reactants are: [CH2:1]1[CH:5]2[CH2:6][CH:7]([NH2:8])[CH:3]([CH2:4]2)[CH2:2]1.FC(F)(F)S(O[C:15]1[C:16]2[CH2:37][N:36]([CH3:38])[CH2:35][CH2:34][C:17]=2[N:18]=[C:19]([NH:21][C:22]2[CH:27]=[CH:26][C:25]([N:28]3[CH:32]=[CH:31][N:30]=[C:29]3[CH3:33])=[CH:24][CH:23]=2)[N:20]=1)(=O)=O.